Dataset: Reaction yield outcomes from USPTO patents with 853,638 reactions. Task: Predict the reaction yield, written as a fraction of the theoretical maximum amount of product (1.0 means a 100% yield; for example, 0.34 means a 34% yield). (1) The yield is 0.240. The reactants are Br[C:2]1[CH:7]=[CH:6][C:5]([S:8]([NH2:11])(=[O:10])=[O:9])=[C:4]([O:12][C:13]([F:16])([F:15])[F:14])[CH:3]=1.[C:17]([C:19]1[N:23]([CH3:24])[C:22](B(O)O)=[CH:21][CH:20]=1)#[N:18].[F-].[K+].C(P(C(C)(C)C)C(C)(C)C)(C)(C)C. The product is [C:17]([C:19]1[N:23]([CH3:24])[C:22]([C:2]2[CH:7]=[CH:6][C:5]([S:8]([NH2:11])(=[O:10])=[O:9])=[C:4]([O:12][C:13]([F:16])([F:15])[F:14])[CH:3]=2)=[CH:21][CH:20]=1)#[N:18]. The catalyst is C1C=CC(/C=C/C(/C=C/C2C=CC=CC=2)=O)=CC=1.C1C=CC(/C=C/C(/C=C/C2C=CC=CC=2)=O)=CC=1.C1C=CC(/C=C/C(/C=C/C2C=CC=CC=2)=O)=CC=1.[Pd].[Pd]. (2) The reactants are [Cl:1][C:2]1[CH:7]=[C:6]([Cl:8])[CH:5]=[CH:4][C:3]=1[C:9]1[CH:10]=[C:11]([C:14]([N:16]2[CH2:21][CH2:20][N:19]([C:22]([O:24]C(C)(C)C)=O)[CH2:18][CH2:17]2)=[O:15])[NH:12][CH:13]=1.Cl.CO.[C:32](O)(=O)[CH:33]=C.F[P-](F)(F)(F)(F)F.N1(O[P+](N(C)C)(N(C)C)N(C)C)C2C=CC=CC=2N=N1.CCN(C(C)C)C(C)C. No catalyst specified. The product is [Cl:1][C:2]1[CH:7]=[C:6]([Cl:8])[CH:5]=[CH:4][C:3]=1[C:9]1[CH:10]=[C:11]([C:14]([N:16]2[CH2:17][CH2:18][N:19]([C:22](=[O:24])[CH:32]=[CH2:33])[CH2:20][CH2:21]2)=[O:15])[NH:12][CH:13]=1. The yield is 0.270. (3) The reactants are [CH3:1][C:2]1[S:3][CH:4]=[C:5]([C:7]([O:9][CH2:10][CH3:11])=[O:8])[N:6]=1.[Br:12]N1C(=O)CCC1=O.N(C(C)(C)C#N)=NC(C)(C)C#N. The catalyst is C(Cl)(Cl)(Cl)Cl. The product is [Br:12][CH2:1][C:2]1[S:3][CH:4]=[C:5]([C:7]([O:9][CH2:10][CH3:11])=[O:8])[N:6]=1. The yield is 0.440. (4) The reactants are [C:1]([C:3]1[CH:4]=[C:5]([CH:10]=[CH:11][CH:12]=1)[C:6]([O:8][CH3:9])=[O:7])#[CH:2].C(N(CC)CC)C.Cl[C:21]1[C:26]([C:27]([F:30])([F:29])[F:28])=[CH:25][N:24]=[C:23]([NH:31][C:32]2[CH:37]=[CH:36][C:35]([N:38]3[CH2:43][CH2:42][N:41]([C:44]([O:46][C:47]([CH3:50])([CH3:49])[CH3:48])=[O:45])[CH2:40][CH2:39]3)=[CH:34][CH:33]=2)[N:22]=1.C1(P(C2C=CC=CC=2)C2C=CC=CC=2)C=CC=CC=1. The catalyst is CN(C=O)C. The product is [CH3:9][O:8][C:6]([C:5]1[CH:4]=[C:3]([C:1]#[C:2][C:25]2[C:26]([C:27]([F:29])([F:28])[F:30])=[CH:21][N:22]=[C:23]([NH:31][C:32]3[CH:33]=[CH:34][C:35]([N:38]4[CH2:39][CH2:40][N:41]([C:44]([O:46][C:47]([CH3:50])([CH3:49])[CH3:48])=[O:45])[CH2:42][CH2:43]4)=[CH:36][CH:37]=3)[N:24]=2)[CH:12]=[CH:11][CH:10]=1)=[O:7]. The yield is 0.570. (5) The reactants are C([C:3]1[CH:15]=[C:14]2[C:6]([C:7]3[C:8]([C:19]4[CH:24]=[CH:23][CH:22]=[C:21]([N:25]5[CH2:33][C:32]6[C:27](=[CH:28][CH:29]=[CH:30][CH:31]=6)[C:26]5=[O:34])[C:20]=4[CH3:35])=[CH:9][CH:10]=[C:11]([C:16]([NH2:18])=[O:17])[C:12]=3[NH:13]2)=[CH:5][CH:4]=1)=O.S(=O)(=O)(O)[OH:37].OO.[OH-].[Na+]. The catalyst is CO.O. The product is [OH:37][C:3]1[CH:15]=[C:14]2[C:6]([C:7]3[C:8]([C:19]4[CH:24]=[CH:23][CH:22]=[C:21]([N:25]5[CH2:33][C:32]6[C:27](=[CH:28][CH:29]=[CH:30][CH:31]=6)[C:26]5=[O:34])[C:20]=4[CH3:35])=[CH:9][CH:10]=[C:11]([C:16]([NH2:18])=[O:17])[C:12]=3[NH:13]2)=[CH:5][CH:4]=1. The yield is 0.150.